This data is from Forward reaction prediction with 1.9M reactions from USPTO patents (1976-2016). The task is: Predict the product of the given reaction. (1) Given the reactants Cl[C:2]1[CH:7]=[C:6]([C:8]([F:11])([F:10])[F:9])[N:5]=[C:4]([C:12]2[CH:17]=[CH:16][CH:15]=[C:14]([Cl:18])[CH:13]=2)[N:3]=1.[Cl:19][C:20]1[CH:21]=[N:22][N:23]([CH2:25][C:26]2[CH:31]=[CH:30][C:29]([CH2:32]B3OC(C)(C)C(C)(C)O3)=[CH:28][CH:27]=2)[CH:24]=1.C([O-])([O-])=O.[Na+].[Na+], predict the reaction product. The product is: [Cl:19][C:20]1[CH:21]=[N:22][N:23]([CH2:25][C:26]2[CH:31]=[CH:30][C:29]([CH2:32][C:2]3[CH:7]=[C:6]([C:8]([F:11])([F:10])[F:9])[N:5]=[C:4]([C:12]4[CH:17]=[CH:16][CH:15]=[C:14]([Cl:18])[CH:13]=4)[N:3]=3)=[CH:28][CH:27]=2)[CH:24]=1. (2) Given the reactants [Br:1][C:2]1[N:7]=[C:6]([C:8]([OH:10])=O)[CH:5]=[CH:4][CH:3]=1.[CH:11]1[CH:16]=[N:15][CH:14]=[C:13]([C@H:17]2[NH:22][CH2:21][CH2:20][CH2:19][CH2:18]2)[CH:12]=1.C(N(CC)C(C)C)(C)C.CN(C(ON1N=NC2C=CC=CC1=2)=[N+](C)C)C.F[P-](F)(F)(F)(F)F, predict the reaction product. The product is: [Br:1][C:2]1[N:7]=[C:6]([C:8]([N:22]2[CH2:21][CH2:20][CH2:19][CH2:18][CH:17]2[C:13]2[CH:14]=[N:15][CH:16]=[CH:11][CH:12]=2)=[O:10])[CH:5]=[CH:4][CH:3]=1. (3) Given the reactants [N+:1]([C:4]1[CH:5]=[CH:6][C:7]([O:25][CH2:26][CH:27]=[CH2:28])=[C:8]([C:10]2[O:11][C:12]3[CH:18]=[CH:17][C:16]([C:19]4[CH:24]=[CH:23][CH:22]=[CH:21][CH:20]=4)=[CH:15][C:13]=3[N:14]=2)[CH:9]=1)([O-])=O, predict the reaction product. The product is: [NH2:1][C:4]1[CH:5]=[CH:6][C:7]([O:25][CH2:26][CH:27]=[CH2:28])=[C:8]([C:10]2[O:11][C:12]3[CH:18]=[CH:17][C:16]([C:19]4[CH:24]=[CH:23][CH:22]=[CH:21][CH:20]=4)=[CH:15][C:13]=3[N:14]=2)[CH:9]=1. (4) Given the reactants [F:1][C:2]1[CH:7]=[CH:6][CH:5]=[CH:4][C:3]=1[C:8]1[C:17]([CH2:18]O)=[CH:16][C:15]2[C:10](=[C:11]([CH3:20])[CH:12]=[CH:13][CH:14]=2)[N:9]=1.O=S(Cl)[Cl:23], predict the reaction product. The product is: [Cl:23][CH2:18][C:17]1[C:8]([C:3]2[CH:4]=[CH:5][CH:6]=[CH:7][C:2]=2[F:1])=[N:9][C:10]2[C:15]([CH:16]=1)=[CH:14][CH:13]=[CH:12][C:11]=2[CH3:20]. (5) Given the reactants [CH3:1][NH:2][S:3]([C:6]1[CH:7]=[C:8]2[C:12](=[CH:13][CH:14]=1)[NH:11][C:10](=[O:15])[CH2:9]2)(=[O:5])=[O:4].[NH:16]1[C:24]2[C:19](=[CH:20][C:21]([CH:25]=O)=[CH:22][CH:23]=2)[CH:18]=[CH:17]1, predict the reaction product. The product is: [CH3:1][NH:2][S:3]([C:6]1[CH:7]=[C:8]2[C:12](=[CH:13][CH:14]=1)[NH:11][C:10](=[O:15])[C:9]2=[CH:25][C:21]1[CH:20]=[C:19]2[C:24](=[CH:23][CH:22]=1)[NH:16][CH:17]=[CH:18]2)(=[O:5])=[O:4]. (6) The product is: [OH:9][C:10]1[CH:19]=[CH:18][CH:17]=[C:16]2[C:11]=1[CH2:12][CH2:13][CH:14]=[C:15]2[CH2:20][CH2:21][C:22]([OH:24])=[O:23]. Given the reactants Cl.N1C=CC=CC=1.C[O:9][C:10]1[CH:19]=[CH:18][CH:17]=[C:16]2[C:11]=1[CH2:12][CH2:13][CH:14]=[C:15]2[CH2:20][CH2:21][C:22]([OH:24])=[O:23].Cl, predict the reaction product. (7) Given the reactants I[C:2]1[C:10]2[C:9]([NH2:11])=[N:8][CH:7]=[N:6][C:5]=2[N:4]([C@@H:12]2[O:18][C@H:17]([CH2:19][OH:20])[C@@H:15]([OH:16])[C@@:13]2([CH3:21])[OH:14])[CH:3]=1.C([Sn](CCCC)(CCCC)[C:27]1[O:28][CH:29]=[CH:30][N:31]=1)CCC, predict the reaction product. The product is: [CH3:21][C@@:13]1([OH:14])[C@H:15]([OH:16])[C@@H:17]([CH2:19][OH:20])[O:18][C@H:12]1[N:4]1[C:5]2[N:6]=[CH:7][N:8]=[C:9]([NH2:11])[C:10]=2[C:2]([C:27]2[O:28][CH:29]=[CH:30][N:31]=2)=[CH:3]1.